Predict the product of the given reaction. From a dataset of Forward reaction prediction with 1.9M reactions from USPTO patents (1976-2016). Given the reactants [CH2:1]([C:3]1[C:7]([C:8]2[CH:13]=[CH:12][C:11]([CH3:14])=[CH:10][CH:9]=2)=[C:6]([NH2:15])[NH:5][N:4]=1)[CH3:2].[F:16][C:17]1[CH:22]=[CH:21][C:20]([C:23](=O)[CH2:24][C:25](OCC)=[O:26])=[CH:19][CH:18]=1, predict the reaction product. The product is: [CH2:1]([C:3]1[C:7]([C:8]2[CH:13]=[CH:12][C:11]([CH3:14])=[CH:10][CH:9]=2)=[C:6]2[NH:15][C:25](=[O:26])[CH:24]=[C:23]([C:20]3[CH:21]=[CH:22][C:17]([F:16])=[CH:18][CH:19]=3)[N:5]2[N:4]=1)[CH3:2].